Task: Predict the reaction yield, written as a fraction of the theoretical maximum amount of product (1.0 means a 100% yield; for example, 0.34 means a 34% yield).. Dataset: Reaction yield outcomes from USPTO patents with 853,638 reactions (1) The reactants are [S:1]1[CH:5]=[CH:4][C:3]2[CH:6]=[CH:7][CH:8]=[C:9](B(O)O)[C:2]1=2.[NH2:13][C:14]1[CH:19]=[CH:18][CH:17]=[CH:16][CH:15]=1.O.O=[CH:22][C:23]([OH:25])=[O:24]. The catalyst is CC#N. The product is [S:1]1[CH:5]=[CH:4][C:3]2[CH:6]=[CH:7][CH:8]=[C:9]([CH:22]([NH:13][C:14]3[CH:19]=[CH:18][CH:17]=[CH:16][CH:15]=3)[C:23]([OH:25])=[O:24])[C:2]1=2. The yield is 0.635. (2) The reactants are Br[C:2]1[C:3](=[O:14])[C:4]([CH3:13])([CH3:12])[O:5][C:6]=1[C:7]1[N:8]=[CH:9][S:10][CH:11]=1.CC1(C)C(C)(C)OB([C:23]2[CH:40]=[CH:39][C:26]([O:27][CH2:28][C:29]3[CH:38]=[CH:37][C:36]4[C:31](=[CH:32][CH:33]=[CH:34][CH:35]=4)[N:30]=3)=[CH:25][CH:24]=2)O1.C([O-])([O-])=O.[Cs+].[Cs+]. The catalyst is C1(C)C=CC=CC=1.O.C1C=CC(P(C2C=CC=CC=2)[C-]2C=CC=C2)=CC=1.C1C=CC(P(C2C=CC=CC=2)[C-]2C=CC=C2)=CC=1.Cl[Pd]Cl.[Fe+2]. The product is [CH3:12][C:4]1([CH3:13])[C:3](=[O:14])[C:2]([C:23]2[CH:24]=[CH:25][C:26]([O:27][CH2:28][C:29]3[CH:38]=[CH:37][C:36]4[C:31](=[CH:32][CH:33]=[CH:34][CH:35]=4)[N:30]=3)=[CH:39][CH:40]=2)=[C:6]([C:7]2[N:8]=[CH:9][S:10][CH:11]=2)[O:5]1. The yield is 0.180. (3) The reactants are [Cl:1][C:2]1[CH:7]=[CH:6][C:5]([CH3:8])=[CH:4][C:3]=1[NH:9][C:10]1[C:15]([C:16]([N:18]2[CH2:23][CH2:22][CH:21]([C:24]3[CH:29]=[CH:28][C:27]([F:30])=[CH:26][CH:25]=3)[CH2:20][CH2:19]2)=[O:17])=[CH:14][N:13]([CH2:31][CH2:32][C:33]([O:35]C)=[O:34])[C:12](=[O:37])[CH:11]=1.[OH-].[Na+]. The catalyst is CO. The product is [Cl:1][C:2]1[CH:7]=[CH:6][C:5]([CH3:8])=[CH:4][C:3]=1[NH:9][C:10]1[C:15]([C:16]([N:18]2[CH2:23][CH2:22][CH:21]([C:24]3[CH:25]=[CH:26][C:27]([F:30])=[CH:28][CH:29]=3)[CH2:20][CH2:19]2)=[O:17])=[CH:14][N:13]([CH2:31][CH2:32][C:33]([OH:35])=[O:34])[C:12](=[O:37])[CH:11]=1. The yield is 0.830.